This data is from Forward reaction prediction with 1.9M reactions from USPTO patents (1976-2016). The task is: Predict the product of the given reaction. (1) Given the reactants [NH2:1][C:2]1[CH:11]=[CH:10][C:9]([C:12]2[CH:17]=[CH:16][CH:15]=[CH:14][CH:13]=2)=[CH:8][C:3]=1[C:4]([O:6][CH3:7])=[O:5].N1C=CC=CC=1.[C:24](Cl)(Cl)=[O:25].[C:28]1([C:34]2[CH:35]=[CH:36][C:37]3[O:41][C:40]([CH2:42][OH:43])=[CH:39][C:38]=3[CH:44]=2)[CH:33]=[CH:32][CH:31]=[CH:30][CH:29]=1, predict the reaction product. The product is: [CH3:7][O:6][C:4]([C:3]1[CH:8]=[C:9]([C:12]2[CH:17]=[CH:16][CH:15]=[CH:14][CH:13]=2)[CH:10]=[CH:11][C:2]=1[NH:1][C:24]([O:43][CH2:42][C:40]1[O:41][C:37]2[CH:36]=[CH:35][C:34]([C:28]3[CH:29]=[CH:30][CH:31]=[CH:32][CH:33]=3)=[CH:44][C:38]=2[CH:39]=1)=[O:25])=[O:5]. (2) Given the reactants [C:1]([C:3]1[C:8](=[O:9])[NH:7][C:6]2[S:10][CH:11]=[C:12]([C:13]3[CH:18]=[CH:17][C:16]([C:19]#[C:20][CH2:21][CH2:22][CH2:23][CH2:24][C:25]([OH:27])=O)=[CH:15][CH:14]=3)[C:5]=2[C:4]=1[OH:28])#[N:2].C1C=CC2N(O)N=NC=2C=1.CN(C(ON1N=NC2C=CC=CC1=2)=[N+](C)C)C.[B-](F)(F)(F)F.[CH3:61][CH2:62][N:63](CC)[CH2:64][CH3:65], predict the reaction product. The product is: [CH2:62]([N:63]([CH2:64][CH3:65])[C:25](=[O:27])[CH2:24][CH2:23][CH2:22][CH2:21][C:20]#[C:19][C:16]1[CH:15]=[CH:14][C:13]([C:12]2[C:5]3[C:4]([OH:28])=[C:3]([C:1]#[N:2])[C:8](=[O:9])[NH:7][C:6]=3[S:10][CH:11]=2)=[CH:18][CH:17]=1)[CH3:61]. (3) Given the reactants [Cl:1][C:2]1[CH:3]=[C:4]([CH:9]2[CH:15]([CH2:16]I)[O:14][CH2:13][CH2:12][N:11]([C:18]([O:20][C:21]([CH3:24])([CH3:23])[CH3:22])=[O:19])[CH2:10]2)[CH:5]=[CH:6][C:7]=1[Cl:8].C(=O)([O-])[O-].[K+].[K+].[C:31]([NH:34][CH:35]1[CH2:40][CH2:39][NH:38][CH2:37][CH2:36]1)(=[O:33])[CH3:32].O, predict the reaction product. The product is: [C:31]([NH:34][CH:35]1[CH2:40][CH2:39][N:38]([CH2:16][CH:15]2[O:14][CH2:13][CH2:12][N:11]([C:18]([O:20][C:21]([CH3:24])([CH3:23])[CH3:22])=[O:19])[CH2:10][CH:9]2[C:4]2[CH:5]=[CH:6][C:7]([Cl:8])=[C:2]([Cl:1])[CH:3]=2)[CH2:37][CH2:36]1)(=[O:33])[CH3:32]. (4) Given the reactants [NH:1]1[CH2:6][CH2:5][C:4](=[O:7])[CH2:3][CH2:2]1.Cl[CH2:9][C:10]1[CH:18]=[CH:17][C:13]2[O:14][CH2:15][O:16][C:12]=2[CH:11]=1, predict the reaction product. The product is: [CH2:15]1[O:14][C:13]2[CH:17]=[CH:18][C:10]([CH2:9][N:1]3[CH2:6][CH2:5][C:4](=[O:7])[CH2:3][CH2:2]3)=[CH:11][C:12]=2[O:16]1.